Dataset: Catalyst prediction with 721,799 reactions and 888 catalyst types from USPTO. Task: Predict which catalyst facilitates the given reaction. (1) Reactant: [Si]([O:8][CH2:9][C:10]1([C:33]2[CH:38]=[CH:37][CH:36]=[CH:35][CH:34]=2)[CH:14]=[C:13]([C:15]2[CH:20]=[C:19]([F:21])[CH:18]=[CH:17][C:16]=2[F:22])[CH2:12][N:11]1[C:23]([N:25]([CH3:32])[CH:26]1[CH2:31][CH2:30][NH:29][CH2:28][CH2:27]1)=[O:24])(C(C)(C)C)(C)C.C(N(CC)CC)C.[CH:46]([S:48]([CH3:51])(=[O:50])=[O:49])=C.FC(F)(F)C(O)=O. Product: [F:22][C:16]1[CH:17]=[CH:18][C:19]([F:21])=[CH:20][C:15]=1[C:13]1[CH2:12][N:11]([C:23]([N:25]([CH3:32])[CH:26]2[CH2:31][CH2:30][N:29]([CH2:46][S:48]([CH3:51])(=[O:50])=[O:49])[CH2:28][CH2:27]2)=[O:24])[C:10]([CH2:9][OH:8])([C:33]2[CH:34]=[CH:35][CH:36]=[CH:37][CH:38]=2)[CH:14]=1. The catalyst class is: 14. (2) The catalyst class is: 2. Product: [F:1][C:2]([F:13])([F:12])[C:3]1[CH:11]=[CH:10][C:6]([C:7]([Cl:17])=[O:8])=[CH:5][CH:4]=1. Reactant: [F:1][C:2]([F:13])([F:12])[C:3]1[CH:11]=[CH:10][C:6]([C:7](O)=[O:8])=[CH:5][CH:4]=1.C(Cl)(=O)C([Cl:17])=O.CN(C=O)C. (3) Reactant: N1CCCCC1.[CH3:7][O:8][C:9]1[C:10]([O:60][CH2:61][CH2:62][CH2:63][O:64][C:65]2[C:92]([O:93][CH3:94])=[CH:91][C:68]3[C:69](=[O:90])[N:70]4[CH:76]=[C:75]([C:77]5[CH:82]=[CH:81][C:80]([N:83]6[CH2:88][CH2:87][N:86]([CH3:89])[CH2:85][CH2:84]6)=[CH:79][CH:78]=5)[CH2:74][C@H:71]4[CH:72]=[N:73][C:67]=3[CH:66]=2)=[CH:11][C:12]2[N:18]=[CH:17][C@@H:16]3[CH2:19][C:20]([C:22]4[CH:27]=[CH:26][C:25]([NH:28][C:29](=[O:57])[C@@H:30]([NH:32][C:33](=[O:56])[C@@H:34]([NH:38]C(=O)OCC5C6C=CC=CC=6C6C5=CC=CC=6)[CH:35]([CH3:37])[CH3:36])[CH3:31])=[CH:24][CH:23]=4)=[CH:21][N:15]3[C:14](=[O:58])[C:13]=2[CH:59]=1. Product: [NH2:38][C@@H:34]([CH:35]([CH3:37])[CH3:36])[C:33]([NH:32][C@@H:30]([CH3:31])[C:29]([NH:28][C:25]1[CH:24]=[CH:23][C:22]([C:20]2[CH2:19][C@H:16]3[N:15]([CH:21]=2)[C:14](=[O:58])[C:13]2[CH:59]=[C:9]([O:8][CH3:7])[C:10]([O:60][CH2:61][CH2:62][CH2:63][O:64][C:65]4[C:92]([O:93][CH3:94])=[CH:91][C:68]5[C:69](=[O:90])[N:70]6[CH:76]=[C:75]([C:77]7[CH:82]=[CH:81][C:80]([N:83]8[CH2:88][CH2:87][N:86]([CH3:89])[CH2:85][CH2:84]8)=[CH:79][CH:78]=7)[CH2:74][C@@H:71]6[CH:72]=[N:73][C:67]=5[CH:66]=4)=[CH:11][C:12]=2[N:18]=[CH:17]3)=[CH:27][CH:26]=1)=[O:57])=[O:56]. The catalyst class is: 85. (4) Reactant: [OH:1][C:2]1[C:9]([CH3:10])=[CH:8][C:5]([CH:6]=[O:7])=[CH:4][C:3]=1[CH3:11].[S:12](O[S:12]([C:15]([F:18])([F:17])[F:16])(=[O:14])=[O:13])([C:15]([F:18])([F:17])[F:16])(=[O:14])=[O:13].O. Product: [CH:6]([C:5]1[CH:4]=[C:3]([CH3:11])[C:2]([O:1][S:12]([C:15]([F:18])([F:17])[F:16])(=[O:14])=[O:13])=[C:9]([CH3:10])[CH:8]=1)=[O:7]. The catalyst class is: 17. (5) Reactant: [F:1][C:2]1[CH:7]=[CH:6][C:5]([CH2:8][C:9](=O)[CH2:10][C:11]([O:13][CH2:14][CH:15]=[CH2:16])=[O:12])=[CH:4][CH:3]=1.C([O-])(=O)C.[NH4+:22].O. Product: [NH2:22]/[C:9](/[CH2:8][C:5]1[CH:6]=[CH:7][C:2]([F:1])=[CH:3][CH:4]=1)=[CH:10]\[C:11]([O:13][CH2:14][CH:15]=[CH2:16])=[O:12]. The catalyst class is: 48. (6) Reactant: [CH2:1]([O:3][C:4](=[O:17])[C@@H:5]([O:14][CH2:15][CH3:16])[CH2:6][C:7]1[CH:12]=[CH:11][C:10]([OH:13])=[CH:9][CH:8]=1)[CH3:2].[Br:18]Br. Product: [CH2:1]([O:3][C:4](=[O:17])[C@@H:5]([O:14][CH2:15][CH3:16])[CH2:6][C:7]1[CH:8]=[CH:9][C:10]([OH:13])=[C:11]([Br:18])[CH:12]=1)[CH3:2]. The catalyst class is: 2. (7) Reactant: [Cl:1][C:2]1[C:3]([F:13])=[C:4]([I:12])[C:5]([OH:11])=[C:6]([C:8](=[O:10])[CH3:9])[CH:7]=1.CI.[C:16](=O)([O-])[O-].[K+].[K+]. Product: [Cl:1][C:2]1[C:3]([F:13])=[C:4]([I:12])[C:5]([O:11][CH3:16])=[C:6]([C:8](=[O:10])[CH3:9])[CH:7]=1. The catalyst class is: 215. (8) Reactant: [CH3:1][N:2]1[CH:10]=[C:9]2[C:4]([CH:5]=[C:6]([NH:11][C:12]([C:14]3[CH:19]=[CH:18][CH:17]=[CH:16][C:15]=3[NH:20][CH2:21][C:22]3[CH:27]=[CH:26][N:25]=[C:24]([NH:28][C:29]([N:31]4[CH2:40][CH2:39][C:34]5(OCC[O:35]5)[CH2:33][CH2:32]4)=[O:30])[CH:23]=3)=[O:13])[CH:7]=[CH:8]2)=[N:3]1.Cl.C(=O)([O-])O.[Na+]. Product: [CH3:1][N:2]1[CH:10]=[C:9]2[C:4]([CH:5]=[C:6]([NH:11][C:12]([C:14]3[CH:19]=[CH:18][CH:17]=[CH:16][C:15]=3[NH:20][CH2:21][C:22]3[CH:27]=[CH:26][N:25]=[C:24]([NH:28][C:29]([N:31]4[CH2:32][CH2:33][C:34](=[O:35])[CH2:39][CH2:40]4)=[O:30])[CH:23]=3)=[O:13])[CH:7]=[CH:8]2)=[N:3]1. The catalyst class is: 21. (9) The catalyst class is: 28. Product: [F:10][C:7]1[CH:8]=[CH:9][C:2]([C:12]#[N:30])=[C:3]([Sn:20]([CH2:26][CH2:27][CH2:28][CH3:29])([CH2:22][CH2:23][CH2:24][CH3:25])[CH2:16][CH2:17][CH2:18][CH3:19])[CH:6]=1. Reactant: Br[C:2]1[CH:9]=[CH:8][C:7]([F:10])=[CH:6][C:3]=1C#N.[Li][CH2:12]CCC.[CH2:16]([Sn:20]([CH2:26][CH2:27][CH2:28][CH3:29])([CH2:22][CH2:23][CH2:24][CH3:25])Cl)[CH2:17][CH2:18][CH3:19].[NH4+:30].[Cl-].